From a dataset of Full USPTO retrosynthesis dataset with 1.9M reactions from patents (1976-2016). Predict the reactants needed to synthesize the given product. (1) Given the product [Br:1][C:2]1[CH:18]=[C:17]([CH:16]=[C:4]([O:5][C:6]2[CH:11]=[CH:10][C:9]([C:12]([F:15])([F:14])[F:13])=[CH:8][N:7]=2)[CH:3]=1)[CH:19]=[C:20]1[CH2:25][CH2:24][N:23]([C:33]([NH:32][C:28]2[CH:27]=[N:26][CH:31]=[CH:30][CH:29]=2)=[O:34])[CH2:22][CH2:21]1, predict the reactants needed to synthesize it. The reactants are: [Br:1][C:2]1[CH:3]=[C:4]([CH:16]=[C:17]([CH:19]=[C:20]2[CH2:25][CH2:24][NH:23][CH2:22][CH2:21]2)[CH:18]=1)[O:5][C:6]1[CH:11]=[CH:10][C:9]([C:12]([F:15])([F:14])[F:13])=[CH:8][N:7]=1.[N:26]1[CH:31]=[CH:30][CH:29]=[C:28]([NH:32][C:33](=O)[O:34]C2C=CC=CC=2)[CH:27]=1.C(N(CC)CC)C. (2) Given the product [CH3:4][N:5]([CH3:28])[C:6]1[N:11]=[CH:10][C:9]2[O:12][C:13]3[C:18]([C:19]([CH3:1])([OH:20])[C:8]=2[CH:7]=1)=[CH:17][C:16]([C:21]1[C:22]([F:27])=[N:23][CH:24]=[CH:25][CH:26]=1)=[CH:15][CH:14]=3, predict the reactants needed to synthesize it. The reactants are: [CH3:1][Mg]Cl.[CH3:4][N:5]([CH3:28])[C:6]1[N:11]=[CH:10][C:9]2[O:12][C:13]3[C:18]([C:19](=[O:20])[C:8]=2[CH:7]=1)=[CH:17][C:16]([C:21]1[C:22]([F:27])=[N:23][CH:24]=[CH:25][CH:26]=1)=[CH:15][CH:14]=3. (3) The reactants are: [CH2:1]([O:8][C:9]1[CH:14]=[CH:13][C:12]([CH2:15][CH:16]([S:21][C:22]2[NH:23][C:24]([C:27]3[CH:32]=[CH:31][CH:30]=[CH:29][CH:28]=3)=[CH:25][N:26]=2)[C:17]([O:19]C)=[O:18])=[CH:11][CH:10]=1)[C:2]1[CH:7]=[CH:6][CH:5]=[CH:4][CH:3]=1.[OH-].[K+].Cl.O. Given the product [CH2:1]([O:8][C:9]1[CH:10]=[CH:11][C:12]([CH2:15][CH:16]([S:21][C:22]2[NH:23][C:24]([C:27]3[CH:32]=[CH:31][CH:30]=[CH:29][CH:28]=3)=[CH:25][N:26]=2)[C:17]([OH:19])=[O:18])=[CH:13][CH:14]=1)[C:2]1[CH:7]=[CH:6][CH:5]=[CH:4][CH:3]=1, predict the reactants needed to synthesize it. (4) Given the product [Cl:22][C:17]1[C:16]([NH:15][C:9]([C:4]2[CH:3]=[CH:2][NH:1][N:5]=2)=[O:10])=[CH:21][CH:20]=[CH:19][N:18]=1, predict the reactants needed to synthesize it. The reactants are: [N:1]1[N:5]2[C:9](=[O:10])[C:4]3[N:5]([N:1]=[CH:2][CH:3]=3)[C:9](=[O:10])[C:4]2=[CH:3][CH:2]=1.[NH2:15][C:16]1[C:17]([Cl:22])=[N:18][CH:19]=[CH:20][CH:21]=1.O. (5) Given the product [C:1]([O:4][CH2:5][C:6]([CH3:36])([CH3:35])[CH2:7][N:8]1[C:14]2[CH:15]=[CH:16][C:17]([Cl:19])=[CH:18][C:13]=2[C@@H:12]([C:20]2[CH:25]=[CH:24][CH:23]=[C:22]([O:26][CH3:27])[C:21]=2[O:28][CH3:29])[O:11][C@H:10]([CH2:30][C:31]([NH:52][C:53]2[S:54][C:55]([CH2:65][CH2:66][CH2:67][C:68]([O:70][CH2:71][CH3:72])=[O:69])=[C:56]([C:58]3[CH:59]=[CH:60][C:61]([Cl:64])=[CH:62][CH:63]=3)[N:57]=2)=[O:32])[C:9]1=[O:34])(=[O:3])[CH3:2], predict the reactants needed to synthesize it. The reactants are: [C:1]([O:4][CH2:5][C:6]([CH3:36])([CH3:35])[CH2:7][N:8]1[C:14]2[CH:15]=[CH:16][C:17]([Cl:19])=[CH:18][C:13]=2[C@@H:12]([C:20]2[CH:25]=[CH:24][CH:23]=[C:22]([O:26][CH3:27])[C:21]=2[O:28][CH3:29])[O:11][C@H:10]([CH2:30][C:31](O)=[O:32])[C:9]1=[O:34])(=[O:3])[CH3:2].C(N(CC)CC)C.ClC(OCC(C)C)=O.[NH2:52][C:53]1[S:54][C:55]([CH2:65][CH2:66][CH2:67][C:68]([O:70][CH2:71][CH3:72])=[O:69])=[C:56]([C:58]2[CH:63]=[CH:62][C:61]([Cl:64])=[CH:60][CH:59]=2)[N:57]=1.N1C=CC=CC=1. (6) Given the product [OH:11][CH2:10][C:5]12[CH2:8][CH2:9][C:2]([NH:1][CH2:13][C:14]([N:16]3[CH2:20][C@@H:19]([F:21])[CH2:18][C@H:17]3[C:22]#[N:23])=[O:15])([CH2:3][CH2:4]1)[CH2:7][CH2:6]2, predict the reactants needed to synthesize it. The reactants are: [NH2:1][C:2]12[CH2:9][CH2:8][C:5]([CH2:10][OH:11])([CH2:6][CH2:7]1)[CH2:4][CH2:3]2.Br[CH2:13][C:14]([N:16]1[CH2:20][C@@H:19]([F:21])[CH2:18][C@H:17]1[C:22]#[N:23])=[O:15]. (7) Given the product [C:33]([NH:29][C:27](=[O:28])[C:26]1[CH:25]=[CH:24][C:23]([CH2:22][O:21][C:5]2[CH:6]=[C:7]3[C:11](=[C:12]([Cl:13])[C:4]=2[Cl:3])[C:10](=[O:14])[C:9]([CH:16]2[CH2:17][CH2:18][CH2:19][CH2:20]2)([CH3:15])[CH2:8]3)=[CH:31][CH:30]=1)(=[O:32])[CH3:34], predict the reactants needed to synthesize it. The reactants are: [H-].[Na+].[Cl:3][C:4]1[C:12]([Cl:13])=[C:11]2[C:7]([CH2:8][C:9]([CH:16]3[CH2:20][CH2:19][CH2:18][CH2:17]3)([CH3:15])[C:10]2=[O:14])=[CH:6][C:5]=1[O:21][CH2:22][C:23]1[CH:31]=[CH:30][C:26]([C:27]([NH2:29])=[O:28])=[CH:25][CH:24]=1.[O:32]1CC[CH2:34][CH2:33]1. (8) Given the product [CH3:7][S:8]([N:11]1[CH2:16][CH:15]=[C:14]([C:17]2[NH:18][C:19]3[C:24]([CH:25]=2)=[C:23]([N:26]2[CH2:31][CH2:30][CH2:29][C@@H:28]([N:32]4[CH2:37][CH2:36][CH2:35][CH2:34][C:33]4=[O:38])[CH2:27]2)[CH:22]=[CH:21][C:20]=3[C:39]([NH2:40])=[O:2])[CH2:13][CH2:12]1)(=[O:9])=[O:10], predict the reactants needed to synthesize it. The reactants are: C([O-])([O-])=[O:2].[Cs+].[Cs+].[CH3:7][S:8]([N:11]1[CH2:16][CH:15]=[C:14]([C:17]2[N:18](S(C3C=CC(C)=CC=3)(=O)=O)[C:19]3[C:24]([CH:25]=2)=[C:23]([N:26]2[CH2:31][CH2:30][CH2:29][C@@H:28]([N:32]4[CH2:37][CH2:36][CH2:35][CH2:34][C:33]4=[O:38])[CH2:27]2)[CH:22]=[CH:21][C:20]=3[C:39]#[N:40])[CH2:13][CH2:12]1)(=[O:10])=[O:9].[OH-].[Na+].OO.[NH4+].[Cl-].